This data is from Forward reaction prediction with 1.9M reactions from USPTO patents (1976-2016). The task is: Predict the product of the given reaction. (1) Given the reactants C(Br)Br.[C:4](Cl)(=O)C.[C:8]1([O:17][CH3:18])[CH:16]=[CH:15][C:11]([CH2:12][CH:13]=[CH2:14])=[CH:10][CH:9]=1.CC(OC)(C)C, predict the reaction product. The product is: [CH:13]1([CH2:12][C:11]2[CH:15]=[CH:16][C:8]([O:17][CH3:18])=[CH:9][CH:10]=2)[CH2:4][CH2:14]1. (2) Given the reactants C([N:3]1[C:15]2[C:14]([O:16][CH3:17])=[CH:13][CH:12]=[C:11]([S:18]([NH:21][C:22]3[CH:27]=[CH:26][C:25]([CH3:28])=[CH:24][CH:23]=3)(=[O:20])=[O:19])[C:10]=2[C:9]2[C:4]1=[CH:5][CH:6]=[CH:7][CH:8]=2)=O.[BH4-].[Na+], predict the reaction product. The product is: [CH3:17][O:16][C:14]1[C:15]2[NH:3][C:4]3[C:9](=[CH:8][CH:7]=[CH:6][CH:5]=3)[C:10]=2[C:11]([S:18]([NH:21][C:22]2[CH:23]=[CH:24][C:25]([CH3:28])=[CH:26][CH:27]=2)(=[O:19])=[O:20])=[CH:12][CH:13]=1.